From a dataset of Full USPTO retrosynthesis dataset with 1.9M reactions from patents (1976-2016). Predict the reactants needed to synthesize the given product. (1) The reactants are: [CH3:1][S:2](Cl)(=[O:4])=[O:3].[OH:6][CH2:7][CH2:8][O:9][CH2:10][CH2:11][O:12][CH2:13][CH2:14][O:15][C:16]1[CH:21]=[CH:20][C:19]([C:22]2[CH:23]=[C:24]3[C:29](=[CH:30][CH:31]=2)[CH:28]=[C:27]([N:32]([CH3:40])[C:33](=[O:39])[O:34][C:35]([CH3:38])([CH3:37])[CH3:36])[CH:26]=[CH:25]3)=[CH:18][CH:17]=1.C(N(CC)CC)C. Given the product [CH3:1][S:2]([O:6][CH2:7][CH2:8][O:9][CH2:10][CH2:11][O:12][CH2:13][CH2:14][O:15][C:16]1[CH:21]=[CH:20][C:19]([C:22]2[CH:31]=[CH:30][C:29]3[C:24](=[CH:25][CH:26]=[C:27]([N:32]([C:33]([O:34][C:35]([CH3:36])([CH3:37])[CH3:38])=[O:39])[CH3:40])[CH:28]=3)[CH:23]=2)=[CH:18][CH:17]=1)(=[O:4])=[O:3], predict the reactants needed to synthesize it. (2) Given the product [C:8]([C:6]1[C:5]([F:11])=[CH:4][C:3]2[O:12][CH2:20][C:21](=[O:23])[NH:1][C:2]=2[CH:7]=1)(=[O:10])[CH3:9], predict the reactants needed to synthesize it. The reactants are: [NH2:1][C:2]1[C:3]([OH:12])=[CH:4][C:5]([F:11])=[C:6]([C:8](=[O:10])[CH3:9])[CH:7]=1.C([O-])(O)=O.[Na+].CC(C)[CH2:20][C:21](=[O:23])C.ClCC(Cl)=O. (3) Given the product [N:24]1[CH:25]=[CH:26][C:27]([NH:33][C:17]([C:14]2[N:12]3[N:13]=[C:8]([N:4]4[CH2:5][CH2:6][CH2:7][CH:3]4[C:2]([F:21])([F:20])[F:1])[CH:9]=[CH:10][C:11]3=[N:16][CH:15]=2)=[O:18])=[N:28][CH:23]=1, predict the reactants needed to synthesize it. The reactants are: [F:1][C:2]([F:21])([F:20])[CH:3]1[CH2:7][CH2:6][CH2:5][N:4]1[C:8]1[CH:9]=[CH:10][C:11]2[N:12]([C:14]([C:17](O)=[O:18])=[CH:15][N:16]=2)[N:13]=1.N[C:23]1[N:28]=[CH:27][CH:26]=[CH:25][N:24]=1.O.CC([N:33](C)C)=O. (4) Given the product [F:16][C:17]1[CH:22]=[CH:21][C:20]([C:2]2[C:3]([CH3:15])=[N:4][N:5]([C:8]3[CH:13]=[CH:12][CH:11]=[CH:10][C:9]=3[CH3:14])[C:6]=2[NH2:7])=[CH:19][CH:18]=1, predict the reactants needed to synthesize it. The reactants are: Br[C:2]1[C:3]([CH3:15])=[N:4][N:5]([C:8]2[CH:13]=[CH:12][CH:11]=[CH:10][C:9]=2[CH3:14])[C:6]=1[NH2:7].[F:16][C:17]1[CH:22]=[CH:21][C:20](B(O)O)=[CH:19][CH:18]=1.C([O-])([O-])=O.[Na+].[Na+]. (5) The reactants are: Cl[C:2]1[CH:7]=[C:6]([C:8]2[NH:12][C:11]([CH3:13])=[C:10]([C:14]#[N:15])[CH:9]=2)[CH:5]=[CH:4][N:3]=1.CC1(C)C(C)(C)OB(/[CH:24]=[CH:25]/[C:26]2[CH:38]=[CH:37][C:29]([CH2:30][N:31]3[CH2:36][CH2:35][O:34][CH2:33][CH2:32]3)=[CH:28][CH:27]=2)O1. Given the product [CH3:13][C:11]1[NH:12][C:8]([C:6]2[CH:5]=[CH:4][N:3]=[C:2](/[CH:24]=[CH:25]/[C:26]3[CH:27]=[CH:28][C:29]([CH2:30][N:31]4[CH2:36][CH2:35][O:34][CH2:33][CH2:32]4)=[CH:37][CH:38]=3)[CH:7]=2)=[CH:9][C:10]=1[C:14]#[N:15], predict the reactants needed to synthesize it.